Dataset: CYP2C19 inhibition data for predicting drug metabolism from PubChem BioAssay. Task: Regression/Classification. Given a drug SMILES string, predict its absorption, distribution, metabolism, or excretion properties. Task type varies by dataset: regression for continuous measurements (e.g., permeability, clearance, half-life) or binary classification for categorical outcomes (e.g., BBB penetration, CYP inhibition). Dataset: cyp2c19_veith. The result is 0 (non-inhibitor). The molecule is O=S1(=O)CCN2C=Nc3sc4c(c3C2=N1)CCCC4.